From a dataset of CYP2C9 inhibition data for predicting drug metabolism from PubChem BioAssay. Regression/Classification. Given a drug SMILES string, predict its absorption, distribution, metabolism, or excretion properties. Task type varies by dataset: regression for continuous measurements (e.g., permeability, clearance, half-life) or binary classification for categorical outcomes (e.g., BBB penetration, CYP inhibition). Dataset: cyp2c9_veith. (1) The molecule is CC[C@H]1CN(C)[C@H]2Cc3c([nH]c4ccccc34)C(=O)C[C@H]1[C@H]2C(=O)OC. The result is 0 (non-inhibitor). (2) The molecule is C/C(=C\C(=O)c1ccc(Br)cc1)NCc1ccc2c(c1)OCO2. The result is 1 (inhibitor). (3) The molecule is O=C(O)c1ccc(C(=O)c2ccccc2C(=O)O)cc1C(=O)O. The result is 0 (non-inhibitor). (4) The molecule is COc1ccc(OC)c(C2C(C(=O)Nc3nc4ccccc4s3)=C(C)NC3=C2C(=O)CCC3)c1. The result is 1 (inhibitor). (5) The compound is N#Cc1cccc(-c2nc(NCc3cccs3)c3ccccc3n2)c1. The result is 0 (non-inhibitor). (6) The molecule is Cc1ccccc1-c1cc(-n2ccnc2)ncn1. The result is 0 (non-inhibitor).